From a dataset of NCI-60 drug combinations with 297,098 pairs across 59 cell lines. Regression. Given two drug SMILES strings and cell line genomic features, predict the synergy score measuring deviation from expected non-interaction effect. (1) Drug 1: C1=CN(C(=O)N=C1N)C2C(C(C(O2)CO)O)O.Cl. Drug 2: CC1=C(N=C(N=C1N)C(CC(=O)N)NCC(C(=O)N)N)C(=O)NC(C(C2=CN=CN2)OC3C(C(C(C(O3)CO)O)O)OC4C(C(C(C(O4)CO)O)OC(=O)N)O)C(=O)NC(C)C(C(C)C(=O)NC(C(C)O)C(=O)NCCC5=NC(=CS5)C6=NC(=CS6)C(=O)NCCC[S+](C)C)O. Cell line: MCF7. Synergy scores: CSS=9.21, Synergy_ZIP=-4.37, Synergy_Bliss=-1.81, Synergy_Loewe=-4.26, Synergy_HSA=-2.57. (2) Drug 1: CC1OCC2C(O1)C(C(C(O2)OC3C4COC(=O)C4C(C5=CC6=C(C=C35)OCO6)C7=CC(=C(C(=C7)OC)O)OC)O)O. Drug 2: CCC1(CC2CC(C3=C(CCN(C2)C1)C4=CC=CC=C4N3)(C5=C(C=C6C(=C5)C78CCN9C7C(C=CC9)(C(C(C8N6C)(C(=O)OC)O)OC(=O)C)CC)OC)C(=O)OC)O.OS(=O)(=O)O. Cell line: CAKI-1. Synergy scores: CSS=65.1, Synergy_ZIP=-3.46, Synergy_Bliss=-3.32, Synergy_Loewe=0.236, Synergy_HSA=4.25.